Dataset: Peptide-MHC class II binding affinity with 134,281 pairs from IEDB. Task: Regression. Given a peptide amino acid sequence and an MHC pseudo amino acid sequence, predict their binding affinity value. This is MHC class II binding data. (1) The peptide sequence is KKTRNMTMSMSMILVGV. The MHC is DRB1_0301 with pseudo-sequence DRB1_0301. The binding affinity (normalized) is 0.710. (2) The peptide sequence is EEKYFAATQFEPLAA. The MHC is HLA-DQA10101-DQB10501 with pseudo-sequence HLA-DQA10101-DQB10501. The binding affinity (normalized) is 0.534. (3) The peptide sequence is YDKFLANVSGVLTGK. The MHC is DRB1_1302 with pseudo-sequence DRB1_1302. The binding affinity (normalized) is 0.853. (4) The peptide sequence is AKDVIPEGWKADTAY. The MHC is HLA-DPA10103-DPB10401 with pseudo-sequence HLA-DPA10103-DPB10401. The binding affinity (normalized) is 0.149. (5) The peptide sequence is IAKVPPGPNITATYG. The MHC is DRB3_0202 with pseudo-sequence DRB3_0202. The binding affinity (normalized) is 0.193.